From a dataset of Forward reaction prediction with 1.9M reactions from USPTO patents (1976-2016). Predict the product of the given reaction. (1) Given the reactants Br[C:2]1[CH:9]=[CH:8][CH:7]=[CH:6][C:3]=1[CH:4]=[O:5].[C:10]([O:15][CH2:16][CH3:17])(=[O:14])/[CH:11]=[CH:12]/[CH3:13], predict the reaction product. The product is: [CH:4]([C:3]1[CH:6]=[C:7]([C:12]([CH3:13])=[CH:11][C:10]([O:15][CH2:16][CH3:17])=[O:14])[CH:8]=[CH:9][CH:2]=1)=[O:5]. (2) Given the reactants Br[C:2]1[S:3][CH:4]=[CH:5][CH:6]=1.[F:7][C:8]1[CH:13]=[CH:12][C:11](B(O)O)=[CH:10][CH:9]=1.C([O-])([O-])=O.[Na+].[Na+].C(Cl)Cl, predict the reaction product. The product is: [F:7][C:8]1[CH:13]=[CH:12][C:11]([C:2]2[S:3][CH:4]=[CH:5][CH:6]=2)=[CH:10][CH:9]=1.